This data is from Reaction yield outcomes from USPTO patents with 853,638 reactions. The task is: Predict the reaction yield, written as a fraction of the theoretical maximum amount of product (1.0 means a 100% yield; for example, 0.34 means a 34% yield). (1) The reactants are [F:1][C:2]1[N:9]=[C:8](F)[C:7]([F:11])=[CH:6][C:3]=1[C:4]#[N:5].[NH:12]1[CH2:16][CH2:15][CH2:14][CH2:13]1. No catalyst specified. The product is [F:1][C:2]1[N:9]=[C:8]([N:12]2[CH2:16][CH2:15][CH2:14][CH2:13]2)[C:7]([F:11])=[CH:6][C:3]=1[C:4]#[N:5]. The yield is 0.570. (2) The reactants are [CH3:1][C:2]1[O:6][N:5]=[C:4]([C:7]2[CH:12]=[CH:11][CH:10]=[CH:9][CH:8]=2)[C:3]=1[CH2:13][O:14][C:15]1[CH:23]=[CH:22][C:18]([C:19]([OH:21])=O)=[CH:17][N:16]=1.[NH2:24][CH2:25][C:26]1[S:27][CH:28]=[C:29]([C:31]#[N:32])[N:30]=1. No catalyst specified. The product is [C:31]([C:29]1[N:30]=[C:26]([CH2:25][NH:24][C:19](=[O:21])[C:18]2[CH:22]=[CH:23][C:15]([O:14][CH2:13][C:3]3[C:4]([C:7]4[CH:8]=[CH:9][CH:10]=[CH:11][CH:12]=4)=[N:5][O:6][C:2]=3[CH3:1])=[N:16][CH:17]=2)[S:27][CH:28]=1)#[N:32]. The yield is 0.680.